From a dataset of Full USPTO retrosynthesis dataset with 1.9M reactions from patents (1976-2016). Predict the reactants needed to synthesize the given product. (1) Given the product [CH:1]1([C:7]2[N:11]3[C:12]4[CH:18]=[CH:17][NH:16][C:13]=4[N:14]=[CH:15][C:10]3=[C:9]([CH2:29][CH2:30][C:31]([OH:33])=[O:32])[N:8]=2)[CH2:2][CH2:3][CH2:4][CH2:5][CH2:6]1, predict the reactants needed to synthesize it. The reactants are: [CH:1]1([C:7]2[N:11]3[C:12]4[CH:18]=[CH:17][N:16](S(C5C=CC(C)=CC=5)(=O)=O)[C:13]=4[N:14]=[CH:15][C:10]3=[C:9]([CH2:29][CH2:30][C:31]([O:33]CC)=[O:32])[N:8]=2)[CH2:6][CH2:5][CH2:4][CH2:3][CH2:2]1.[OH-].[Na+].Cl. (2) The reactants are: [CH2:1]([O:3][C:4]1[CH:5]=[C:6](/[CH:18]=[CH:19]/[C:20]([O:22][CH3:23])=[O:21])[CH:7]=[CH:8][C:9]=1OS(C(F)(F)F)(=O)=O)[CH3:2].[CH3:24][O:25][C:26]1[CH:31]=[CH:30][C:29](OB(O)O)=[CH:28][CH:27]=1.C(=O)(O)[O-].[Na+]. Given the product [CH2:1]([O:3][C:4]1[CH:5]=[C:6](/[CH:18]=[CH:19]/[C:20]([O:22][CH3:23])=[O:21])[CH:7]=[CH:8][C:9]=1[C:29]1[CH:30]=[CH:31][C:26]([O:25][CH3:24])=[CH:27][CH:28]=1)[CH3:2], predict the reactants needed to synthesize it. (3) Given the product [C:16](=[O:17])([O:18][CH:19]([N:9]1[NH:10][N:11]=[C:7]([C:6]2[N:5]([CH3:12])[N:4]=[CH:3][C:2]=2[I:1])[NH:8]1)[CH3:20])[O:15][CH2:14][CH3:13], predict the reactants needed to synthesize it. The reactants are: [I:1][C:2]1[CH:3]=[N:4][N:5]([CH3:12])[C:6]=1[C:7]1[N:8]=[N:9][NH:10][N:11]=1.[CH3:13][CH2:14][O:15][C:16]([O:18][CH:19](Cl)[CH3:20])=[O:17].C(N(C(C)C)CC)(C)C. (4) Given the product [F:1][C:2]1[CH:11]=[CH:10][C:9]2[C:4](=[C:5]([S:13]([Cl:12])(=[O:15])=[O:14])[CH:6]=[CH:7][CH:8]=2)[N:3]=1, predict the reactants needed to synthesize it. The reactants are: [F:1][C:2]1[CH:11]=[CH:10][C:9]2[C:4](=[CH:5][CH:6]=[CH:7][CH:8]=2)[N:3]=1.[Cl:12][S:13](O)(=[O:15])=[O:14]. (5) The reactants are: [Na].C(O)(=O)C.[C:6](#[N:8])C.[CH2:9]([N:13]1[C:17]([C:18]([O:20][CH3:21])=[O:19])=[C:16]([CH:22]=[O:23])[N:15]=[C:14]1[N:24]1[CH2:29][CH2:28][N:27]([C:30]([O:32][C:33]([CH3:36])([CH3:35])[CH3:34])=[O:31])[CH2:26][CH2:25]1)[C:10]#[C:11][CH3:12]. Given the product [CH2:9]([N:13]1[C:17]([C:18]([O:20][CH3:21])=[O:19])=[C:16]([CH:22]([C:6]#[N:8])[OH:23])[N:15]=[C:14]1[N:24]1[CH2:29][CH2:28][N:27]([C:30]([O:32][C:33]([CH3:36])([CH3:35])[CH3:34])=[O:31])[CH2:26][CH2:25]1)[C:10]#[C:11][CH3:12], predict the reactants needed to synthesize it. (6) Given the product [CH3:1][C:2]1[O:10][C:9]2[CH:8]=[CH:7][N:6]([C:11]3[CH:12]=[CH:13][C:14]([N:17]4[CH2:22][CH2:21][N:20]([CH2:35][CH2:36][CH2:37][CH2:38][C:39]5[C:47]6[C:42](=[CH:43][CH:44]=[C:45]([C:48]#[N:49])[CH:46]=6)[NH:41][CH:40]=5)[CH2:19][CH2:18]4)=[CH:15][CH:16]=3)[C:5](=[O:23])[C:4]=2[CH:3]=1, predict the reactants needed to synthesize it. The reactants are: [CH3:1][C:2]1[O:10][C:9]2[CH:8]=[CH:7][N:6]([C:11]3[CH:16]=[CH:15][C:14]([N:17]4[CH2:22][CH2:21][NH:20][CH2:19][CH2:18]4)=[CH:13][CH:12]=3)[C:5](=[O:23])[C:4]=2[CH:3]=1.CC1C=CC(S(O[CH2:35][CH2:36][CH2:37][CH2:38][C:39]2[C:47]3[C:42](=[CH:43][CH:44]=[C:45]([C:48]#[N:49])[CH:46]=3)[NH:41][CH:40]=2)(=O)=O)=CC=1.C(=O)([O-])[O-].[K+].[K+].[I-].[K+]. (7) Given the product [Cl:12][C:6]1[CH:7]=[C:8]([Cl:11])[CH:9]=[CH:10][C:5]=1[CH:4]1[CH2:3][CH2:2][C:27]1([N+:28]#[C-:29])[S:24]([C:19]1[CH:18]=[CH:23][C:22]([CH3:33])=[CH:21][CH:20]=1)(=[O:25])=[O:26], predict the reactants needed to synthesize it. The reactants are: Cl[CH2:2][CH2:3][CH:4](CS([O-])(=O)=O)[C:5]1[CH:10]=[CH:9][C:8]([Cl:11])=[CH:7][C:6]=1[Cl:12].[C:18]1(C)[C:19]([S:24]([CH2:27][N+:28]#[C-:29])(=[O:26])=[O:25])=[CH:20][CH:21]=[CH:22][CH:23]=1.[OH-].[Na+].[CH3:33]COC(C)=O.